From a dataset of Reaction yield outcomes from USPTO patents with 853,638 reactions. Predict the reaction yield, written as a fraction of the theoretical maximum amount of product (1.0 means a 100% yield; for example, 0.34 means a 34% yield). (1) The reactants are [C:1]([O:4][C@@H:5]1[C@H:9]([CH2:10][CH2:11][CH2:12][CH2:13][CH2:14][CH2:15][C:16]([O:18][CH3:19])=[O:17])[C@@H:8](/[CH:20]=[CH:21]/[C:22](=[O:31])[C:23]([F:30])([F:29])[CH2:24][C@@H:25]([CH3:28])[CH2:26][CH3:27])[C@H:7]([O:32][CH:33]2[CH2:38][CH2:37][CH2:36][CH2:35][O:34]2)[CH2:6]1)(=[O:3])[CH3:2]. The catalyst is C(OCC)(=O)C.[Pd]. The product is [C:1]([O:4][C@@H:5]1[C@H:9]([CH2:10][CH2:11][CH2:12][CH2:13][CH2:14][CH2:15][C:16]([O:18][CH3:19])=[O:17])[C@@H:8]([CH2:20][CH2:21][C:22](=[O:31])[C:23]([F:29])([F:30])[CH2:24][C@@H:25]([CH3:28])[CH2:26][CH3:27])[C@H:7]([O:32][CH:33]2[CH2:38][CH2:37][CH2:36][CH2:35][O:34]2)[CH2:6]1)(=[O:3])[CH3:2]. The yield is 0.943. (2) The reactants are [F:1][C:2]1[CH:7]=[C:6]([O:8][CH3:9])[CH:5]=[C:4]([F:10])[C:3]=1/[CH:11]=[CH:12]/[C:13]([O:15][CH2:16][CH3:17])=[O:14]. The catalyst is O1CCCC1.C(O)C.[C].[Pd]. The product is [F:1][C:2]1[CH:7]=[C:6]([O:8][CH3:9])[CH:5]=[C:4]([F:10])[C:3]=1[CH2:11][CH2:12][C:13]([O:15][CH2:16][CH3:17])=[O:14]. The yield is 1.00.